Dataset: Reaction yield outcomes from USPTO patents with 853,638 reactions. Task: Predict the reaction yield, written as a fraction of the theoretical maximum amount of product (1.0 means a 100% yield; for example, 0.34 means a 34% yield). (1) The reactants are [CH2:1]([O:3][C:4]([C:6]1[C:15](=[O:16])[C:14]2[C:9](=[C:10]([C:19]#[C:20][CH2:21][CH:22]3[CH2:26][CH2:25][CH2:24][N:23]3C(OC(C)(C)C)=O)[C:11]([F:18])=[C:12]([F:17])[CH:13]=2)[N:8]([CH:34]2[CH2:36][CH2:35]2)[CH:7]=1)=[O:5])[CH3:2].FC(F)(F)C(O)=O. The catalyst is ClCCl. The product is [CH2:1]([O:3][C:4]([C:6]1[C:15](=[O:16])[C:14]2[C:9](=[C:10]([C:19]#[C:20][CH2:21][CH:22]3[CH2:26][CH2:25][CH2:24][NH:23]3)[C:11]([F:18])=[C:12]([F:17])[CH:13]=2)[N:8]([CH:34]2[CH2:35][CH2:36]2)[CH:7]=1)=[O:5])[CH3:2]. The yield is 1.00. (2) The reactants are [NH:1]1[CH2:9][CH2:8][CH:4]([C:5]([OH:7])=[O:6])[CH2:3][CH2:2]1.[C:10](OC(=O)C)(=[O:12])[CH3:11]. The catalyst is O. The product is [C:10]([N:1]1[CH2:9][CH2:8][CH:4]([C:5]([OH:7])=[O:6])[CH2:3][CH2:2]1)(=[O:12])[CH3:11]. The yield is 0.754. (3) The reactants are FC(F)(F)C(O)=O.[CH3:8][O:9][N:10]=[CH:11][C:12]1[C:13]([NH2:24])=[N:14][CH:15]=[N:16][C:17]=1[N:18]1[CH2:23][CH2:22][NH:21][CH2:20][CH2:19]1.[N+](C1C=CC([O:34][C:35](=O)[NH:36][C:37]2[CH:42]=[CH:41][C:40]([O:43][CH:44]([CH3:46])[CH3:45])=[CH:39][CH:38]=2)=CC=1)([O-])=O.CCN(C(C)C)C(C)C. The catalyst is CC#N. The product is [CH:44]([O:43][C:40]1[CH:41]=[CH:42][C:37]([NH:36][C:35]([N:21]2[CH2:20][CH2:19][N:18]([C:17]3[C:12]([CH:11]=[N:10][O:9][CH3:8])=[C:13]([NH2:24])[N:14]=[CH:15][N:16]=3)[CH2:23][CH2:22]2)=[O:34])=[CH:38][CH:39]=1)([CH3:46])[CH3:45]. The yield is 0.468.